Predict which catalyst facilitates the given reaction. From a dataset of Catalyst prediction with 721,799 reactions and 888 catalyst types from USPTO. (1) Reactant: [Cl:1][C:2]1[CH:7]=[C:6]2[NH:8][C:9](=[O:36])[C:10]3([CH:15]([C:16]4[CH:21]=[CH:20][CH:19]=[C:18]([Cl:22])[CH:17]=4)[CH2:14][C:13](=[O:23])[NH:12][CH:11]3[C:24]3[C:29]([O:30][CH:31]([CH3:33])[CH3:32])=[CH:28][CH:27]=[C:26]([F:34])[C:25]=3[F:35])[C:5]2=[CH:4][CH:3]=1.[CH3:37][O:38][CH:39]([Si:41]([CH3:44])([CH3:43])[CH3:42])[CH3:40].[H-].[Li+].[Cl:47][CH2:48][CH2:49][CH2:50]I. Product: [Cl:1][C:2]1[CH:7]=[C:6]2[NH:8][C:9](=[O:36])[C:10]3([CH:15]([C:16]4[CH:21]=[CH:20][CH:19]=[C:18]([Cl:22])[CH:17]=4)[CH2:14][C:13](=[O:23])[N:12]([CH2:50][CH2:49][CH2:48][Cl:47])[CH:11]3[C:24]3[C:29]([O:30][CH:31]([CH3:33])[CH3:32])=[CH:28][CH:27]=[C:26]([F:34])[C:25]=3[F:35])[C:5]2=[CH:4][CH:3]=1.[CH3:37][O:38][CH:39]([Si:41]([CH3:44])([CH3:43])[CH3:42])[CH3:40]. The catalyst class is: 9. (2) Reactant: [CH3:1][NH:2][C:3]1([C:6]([OH:8])=O)[CH2:5][CH2:4]1.CN(C(ON1N=NC2C=CC=NC1=2)=[N+](C)C)C.F[P-](F)(F)(F)(F)F.C(N(CC)C(C)C)(C)C.[CH3:42][O:43][C:44]1[CH:45]=[C:46]([CH:48]=[CH:49][C:50]=1[C:51]1[O:55][CH:54]=[N:53][CH:52]=1)[NH2:47]. Product: [CH3:42][O:43][C:44]1[CH:45]=[C:46]([NH:47][C:6]([C:3]2([NH:2][CH3:1])[CH2:5][CH2:4]2)=[O:8])[CH:48]=[CH:49][C:50]=1[C:51]1[O:55][CH:54]=[N:53][CH:52]=1. The catalyst class is: 3. (3) Product: [C:13]([C:12]1[CH:11]=[C:10]([F:9])[C:17]([C:18]([OH:22])=[O:19])=[C:16]([F:20])[CH:15]=1)#[N:14]. Reactant: P([O-])([O-])([O-])=O.[K+].[K+].[K+].[F:9][C:10]1[CH:11]=[C:12]([CH:15]=[C:16]([F:20])[C:17]=1[CH:18]=[O:19])[C:13]#[N:14].Cl([O-])=[O:22].[Na+].C(OCC)(=O)C. The catalyst class is: 374. (4) Reactant: O1[C:5]2([CH2:10][CH2:9][CH:8]([N:11]3[C:16](=[O:17])[C:15]([CH2:18][C:19]4[S:23][C:22]([C:24]5[CH:31]=[CH:30][CH:29]=[CH:28][C:25]=5[C:26]#[N:27])=[CH:21][CH:20]=4)=[C:14]([CH2:32][CH2:33][CH3:34])[N:13]4[N:35]=[CH:36][N:37]=[C:12]34)[CH2:7][CH2:6]2)[O:4]CC1.Cl.O1CCCC1. Product: [OH:4][C@H:5]1[CH2:10][CH2:9][C@H:8]([N:11]2[C:16](=[O:17])[C:15]([CH2:18][C:19]3[S:23][C:22]([C:24]4[CH:31]=[CH:30][CH:29]=[CH:28][C:25]=4[C:26]#[N:27])=[CH:21][CH:20]=3)=[C:14]([CH2:32][CH2:33][CH3:34])[N:13]3[N:35]=[CH:36][N:37]=[C:12]23)[CH2:7][CH2:6]1. The catalyst class is: 13. (5) Reactant: [CH2:1]([P:7]([CH2:14][CH2:15][CH2:16][CH2:17][CH2:18][CH3:19])[CH2:8][CH2:9][CH2:10][CH2:11][CH2:12][CH3:13])[CH2:2][CH2:3][CH2:4][CH2:5][CH3:6].[I:20][CH3:21]. Product: [I-:20].[CH2:14]([P+:7]([CH2:1][CH2:2][CH2:3][CH2:4][CH2:5][CH3:6])([CH2:8][CH2:9][CH2:10][CH2:11][CH2:12][CH3:13])[CH3:21])[CH2:15][CH2:16][CH2:17][CH2:18][CH3:19]. The catalyst class is: 81.